Dataset: Hepatocyte clearance measurements from AstraZeneca. Task: Regression/Classification. Given a drug SMILES string, predict its absorption, distribution, metabolism, or excretion properties. Task type varies by dataset: regression for continuous measurements (e.g., permeability, clearance, half-life) or binary classification for categorical outcomes (e.g., BBB penetration, CYP inhibition). For this dataset (clearance_hepatocyte_az), we predict log10(clearance) (log10 of the in vitro intrinsic clearance, CLint, in uL/min per 10^6 hepatocytes; values are censored to the assay range of 3 to 150, which is 0.477 to 2.18 on this log10 scale). (1) The drug is Cc1nn(-c2ccccc2)c(N)c1-c1ccccc1. The log10(clearance) is 1.51. (2) The compound is O=C(O)c1cc2cc(OCc3ccccc3)ccc2[nH]1. The log10(clearance) is 1.41. (3) The compound is O=C(Nc1nc2ccccc2[nH]1)c1ccccc1. The log10(clearance) is 2.18. (4) The log10(clearance) is 0.480. The compound is O=C(CO)N1CCC(c2[nH]nc(-c3ccc(Cl)cc3F)c2-c2ccncn2)CC1. (5) The molecule is Cc1c(CC(=O)O)c2cc(F)ccc2n1S(=O)(=O)c1ccc(S(C)(=O)=O)cc1. The log10(clearance) is 0.480. (6) The compound is C[C@@H](c1ccc(-c2ccc(F)cc2F)cc1)N1CC[C@@](CCO)(c2ccc(F)cc2)OC1=O. The log10(clearance) is 1.81. (7) The compound is CCCC(C)(C)C[C@H](c1ccc(C(=O)O)c(Oc2cccc(Cl)c2)c1)N1CCC[C@H](n2cc(C)c(=O)[nH]c2=O)C1. The log10(clearance) is 1.72.